Regression/Classification. Given a drug SMILES string, predict its absorption, distribution, metabolism, or excretion properties. Task type varies by dataset: regression for continuous measurements (e.g., permeability, clearance, half-life) or binary classification for categorical outcomes (e.g., BBB penetration, CYP inhibition). Dataset: rlm. From a dataset of Rat liver microsome stability data. (1) The drug is N#Cc1ccc(-c2ccc(C3(C(F)(F)F)CC3)cc2)nc1. The result is 0 (unstable in rat liver microsomes). (2) The compound is CCN(CC)CCNC(=O)c1ccc(C(CC)(CC)c2ccc(OCSC)c(C)c2)n1CC. The result is 0 (unstable in rat liver microsomes). (3) The drug is COC(=O)c1ccnc(-c2cc(C(=O)NCCc3ccccc3)ccn2)c1. The result is 1 (stable in rat liver microsomes). (4) The molecule is O=C(/C=C/c1ccc2c(c1)CN(Cc1ccccc1)C2)NO. The result is 1 (stable in rat liver microsomes).